Dataset: Catalyst prediction with 721,799 reactions and 888 catalyst types from USPTO. Task: Predict which catalyst facilitates the given reaction. (1) Reactant: C(OC(=O)[NH:7][CH:8]1[CH:12]([C:13]2[CH:18]=[CH:17][C:16]([Cl:19])=[C:15]([Cl:20])[CH:14]=2)[CH2:11][N:10]([C:21]([CH:23]2[CH2:28][CH2:27][N:26]([C:29]([C:31]3([CH3:34])[CH2:33][CH2:32]3)=[O:30])[CH2:25][CH2:24]2)=[O:22])[CH2:9]1)(C)(C)C.FC(F)(F)C(O)=O.C(=O)([O-])[O-].[Na+].[Na+]. Product: [NH2:7][CH:8]1[CH:12]([C:13]2[CH:18]=[CH:17][C:16]([Cl:19])=[C:15]([Cl:20])[CH:14]=2)[CH2:11][N:10]([C:21]([CH:23]2[CH2:28][CH2:27][N:26]([C:29]([C:31]3([CH3:34])[CH2:33][CH2:32]3)=[O:30])[CH2:25][CH2:24]2)=[O:22])[CH2:9]1. The catalyst class is: 4. (2) The catalyst class is: 390. Product: [F:34][C:2]([F:1])([F:35])[C:3]1[N:8]=[CH:7][C:6]([C:9]2[O:13][N:12]=[C:11]([C:14]3[CH:22]=[CH:21][C:20]4[N:19]5[CH2:23][CH2:24][CH:25]([CH2:26][C:27]([OH:29])=[O:28])[C:18]5=[CH:17][C:16]=4[CH:15]=3)[N:10]=2)=[CH:5][CH:4]=1. Reactant: [F:1][C:2]([F:35])([F:34])[C:3]1[N:8]=[CH:7][C:6]([C:9]2[O:13][N:12]=[C:11]([C:14]3[CH:22]=[CH:21][C:20]4[N:19]5[CH2:23][CH2:24][CH:25]([CH2:26][C:27]([O:29]C(C)(C)C)=[O:28])[C:18]5=[CH:17][C:16]=4[CH:15]=3)[N:10]=2)=[CH:5][CH:4]=1.C(O)(C(F)(F)F)=O.C1(SC)C=CC=CC=1. (3) Reactant: [F:1][C:2]1[CH:7]=[CH:6][C:5]([CH2:8][C:9]([CH:11]2[C:16](=O)[CH2:15][CH2:14][S:13][CH2:12]2)=O)=[CH:4][CH:3]=1.[CH3:18][O:19][C:20]1[CH:21]=[C:22]([NH:32][C:33]([NH2:35])=[NH:34])[CH:23]=[CH:24][C:25]=1[N:26]1[CH:30]=[C:29]([CH3:31])[N:28]=[CH:27]1.C(=O)([O-])[O-].[K+].[K+].C(Cl)Cl. Product: [F:1][C:2]1[CH:7]=[CH:6][C:5]([CH2:8][C:9]2[C:11]3[CH2:12][S:13][CH2:14][CH2:15][C:16]=3[N:35]=[C:33]([NH:32][C:22]3[CH:23]=[CH:24][C:25]([N:26]4[CH:30]=[C:29]([CH3:31])[N:28]=[CH:27]4)=[C:20]([O:19][CH3:18])[CH:21]=3)[N:34]=2)=[CH:4][CH:3]=1. The catalyst class is: 88. (4) Reactant: [F:1][C:2]1[CH:10]=[C:9]([F:11])[CH:8]=[C:7]([F:12])[C:3]=1[C:4](O)=[O:5].P(Cl)(Cl)(Cl)(Cl)Cl.[N-:19]=[N+:20]=[N-:21].[Na+]. Product: [F:1][C:2]1[CH:10]=[C:9]([F:11])[CH:8]=[C:7]([F:12])[C:3]=1[C:4]([N:19]=[N+:20]=[N-:21])=[O:5]. The catalyst class is: 280. (5) Reactant: [N:1]([C:4]1[N:9]=[C:8]([N:10]2[CH2:15][CH2:14][CH:13]([C:16]([OH:18])=O)[CH2:12][CH2:11]2)[C:7]([Cl:19])=[CH:6][C:5]=1[C:20]1[O:21][C:22]([CH2:25][CH3:26])=[CH:23][N:24]=1)=[N+:2]=[N-:3].CCN=C=NCCCN(C)C.C1C=CC2N(O)N=NC=2C=1.[Cl:48][C:49]1[S:53][C:52]([S:54]([NH2:57])(=[O:56])=[O:55])=[CH:51][CH:50]=1.CCN(C(C)C)C(C)C. Product: [N:1]([C:4]1[N:9]=[C:8]([N:10]2[CH2:11][CH2:12][CH:13]([C:16]([NH:57][S:54]([C:52]3[S:53][C:49]([Cl:48])=[CH:50][CH:51]=3)(=[O:56])=[O:55])=[O:18])[CH2:14][CH2:15]2)[C:7]([Cl:19])=[CH:6][C:5]=1[C:20]1[O:21][C:22]([CH2:25][CH3:26])=[CH:23][N:24]=1)=[N+:2]=[N-:3]. The catalyst class is: 2. (6) Reactant: [Cl:1][C:2]1[CH:7]=[C:6]([Cl:8])[CH:5]=[CH:4][C:3]=1[CH:9]1[CH:18]([C:19]([NH:21][O:22][CH2:23][C:24]2[N:28]=[CH:27][N:26](C(C3C=CC=CC=3)(C3C=CC=CC=3)C3C=CC=CC=3)[N:25]=2)=[O:20])[C:17]2[C:12](=[CH:13][CH:14]=[CH:15][CH:16]=2)[C:11](=[O:48])[N:10]1[CH:49]1[CH2:54][CH2:53][CH2:52][CH2:51][CH:50]1[NH:55][S:56]([CH3:59])(=[O:58])=[O:57].Cl.C(=O)([O-])O.[Na+]. Product: [Cl:1][C:2]1[CH:7]=[C:6]([Cl:8])[CH:5]=[CH:4][C:3]=1[CH:9]1[CH:18]([C:19]([NH:21][O:22][CH2:23][C:24]2[N:28]=[CH:27][NH:26][N:25]=2)=[O:20])[C:17]2[C:12](=[CH:13][CH:14]=[CH:15][CH:16]=2)[C:11](=[O:48])[N:10]1[CH:49]1[CH2:54][CH2:53][CH2:52][CH2:51][CH:50]1[NH:55][S:56]([CH3:59])(=[O:58])=[O:57]. The catalyst class is: 5. (7) Reactant: [CH:1]1([O:6][C:7]2[N:12]=[C:11]([CH2:13][C:14]3[CH:19]=[CH:18][C:17]([CH2:20][C:21]([O:23]C)=[O:22])=[CH:16][CH:15]=3)[CH:10]=[C:9]([C:25]([F:28])([F:27])[F:26])[N:8]=2)[CH2:5][CH2:4][CH2:3][CH2:2]1.O1CCOCC1.O.[OH-].[Li+].Cl. Product: [CH:1]1([O:6][C:7]2[N:12]=[C:11]([CH2:13][C:14]3[CH:19]=[CH:18][C:17]([CH2:20][C:21]([OH:23])=[O:22])=[CH:16][CH:15]=3)[CH:10]=[C:9]([C:25]([F:27])([F:28])[F:26])[N:8]=2)[CH2:5][CH2:4][CH2:3][CH2:2]1. The catalyst class is: 84. (8) Reactant: [CH2:1]1[CH2:6][CH2:5][Si:4]([Cl:8])(Cl)[CH2:3][CH2:2]1.NC(N)=O.[C:13]([O:17][CH2:18][C:19]1[CH:24]=[CH:23][CH:22]=[CH:21][CH:20]=1)(=[O:16])[CH2:14][OH:15]. Product: [Cl:8][Si:4]1([O:15][CH2:14][C:13]([O:17][CH2:18][C:19]2[CH:24]=[CH:23][CH:22]=[CH:21][CH:20]=2)=[O:16])[CH2:3][CH2:2][CH2:1][CH2:6][CH2:5]1. The catalyst class is: 1. (9) Reactant: [NH2:1][C@H:2]([C:5]([OH:7])=[O:6])[CH2:3][OH:4].C(=O)([O-])[O-].[K+].[K+].[CH3:14][C:15]1[CH:23]=[CH:22][C:18]([C:19](Cl)=[O:20])=[CH:17][CH:16]=1.Cl. Product: [CH3:14][C:15]1[CH:23]=[CH:22][C:18]([C:19]([NH:1][C@H:2]([C:5]([OH:7])=[O:6])[CH2:3][OH:4])=[O:20])=[CH:17][CH:16]=1. The catalyst class is: 30. (10) Reactant: CO[C:3]1[CH:8]=[CH:7][N:6]=[CH:5][C:4]=1[N+:9]([O-:11])=[O:10].[CH3:12][NH2:13]. Product: [CH3:12][NH:13][C:3]1[CH:8]=[CH:7][N:6]=[CH:5][C:4]=1[N+:9]([O-:11])=[O:10]. The catalyst class is: 8.